Dataset: Reaction yield outcomes from USPTO patents with 853,638 reactions. Task: Predict the reaction yield, written as a fraction of the theoretical maximum amount of product (1.0 means a 100% yield; for example, 0.34 means a 34% yield). (1) The catalyst is ClC(Cl)C.CCOC(C)=O. The product is [CH2:18]1[C:26]2[C:21](=[C:22]([N:27]3[CH2:32][CH2:31][N:30]([CH2:16][CH2:15][CH2:14][CH2:13][O:12][C:8]4[N:9]=[C:10]5[C:5]([CH:4]=[CH:3][C:2](=[O:1])[NH:11]5)=[CH:6][CH:7]=4)[CH2:29][CH2:28]3)[CH:23]=[CH:24][CH:25]=2)[CH2:20][O:19]1. The yield is 0.120. The reactants are [O:1]=[C:2]1[NH:11][C:10]2[N:9]=[C:8]([O:12][CH2:13][CH2:14][CH2:15][CH:16]=O)[CH:7]=[CH:6][C:5]=2[CH:4]=[CH:3]1.[CH2:18]1[C:26]2[C:21](=[C:22]([N:27]3[CH2:32][CH2:31][NH:30][CH2:29][CH2:28]3)[CH:23]=[CH:24][CH:25]=2)[CH2:20][O:19]1.[BH-](OC(C)=O)(OC(C)=O)OC(C)=O.[Na+]. (2) The reactants are [CH3:1][C:2]1[S:3][CH:4]=[C:5]([C:7]2[CH:15]=[CH:14][C:10]([C:11]([OH:13])=O)=[CH:9][CH:8]=2)[N:6]=1.Cl.[F:17][C:18]([F:23])([F:22])[CH2:19][CH2:20][NH2:21].CN(C(ON1N=NC2C=CC=CC1=2)=[N+](C)C)C.F[P-](F)(F)(F)(F)F.C1C=CC2N(O)N=NC=2C=1.CCN(C(C)C)C(C)C. The catalyst is CN(C=O)C. The product is [CH3:1][C:2]1[S:3][CH:4]=[C:5]([C:7]2[CH:8]=[CH:9][C:10]([C:11]([NH:21][CH2:20][CH2:19][C:18]([F:23])([F:22])[F:17])=[O:13])=[CH:14][CH:15]=2)[N:6]=1. The yield is 0.930. (3) The reactants are Cl[CH2:2][CH2:3][CH2:4][O:5][C:6]1[CH:11]=[CH:10][C:9]([NH:12][CH:13]=[C:14]2[C:22]3[C:17](=[CH:18][CH:19]=[CH:20][CH:21]=3)[NH:16][C:15]2=[O:23])=[CH:8][CH:7]=1.[Na+].[I-:25]. The catalyst is CC(C)=O. The product is [I:25][CH2:2][CH2:3][CH2:4][O:5][C:6]1[CH:11]=[CH:10][C:9]([NH:12][CH:13]=[C:14]2[C:22]3[C:17](=[CH:18][CH:19]=[CH:20][CH:21]=3)[NH:16][C:15]2=[O:23])=[CH:8][CH:7]=1. The yield is 1.00. (4) The yield is 0.860. The product is [Br:1][C:2]1[CH:3]=[CH:4][C:5]([N:8]2[C:9]3[C:19]([OH:21])=[C:15]([C:16]#[N:17])[C:14](=[O:18])[NH:13][C:10]=3[CH:11]=[CH:12]2)=[CH:6][CH:7]=1. The reactants are [Br:1][C:2]1[CH:7]=[CH:6][C:5]([N:8]2[CH:12]=[CH:11][C:10]([NH:13][C:14](=[O:18])[CH2:15][C:16]#[N:17])=[C:9]2[C:19]([O:21]CC)=O)=[CH:4][CH:3]=1.[H-].[Na+].[H][H]. The catalyst is C1COCC1. (5) The reactants are [Br:1][C:2]1[CH:3]=[C:4]2[C:9](=[CH:10][CH:11]=1)[N:8]([C:12](=[O:17])[C:13]([F:16])([F:15])[F:14])[C@@H:7]([CH3:18])[CH2:6][NH:5]2.N1C=CC=CC=1.[CH:25]1([C:28](Cl)=[O:29])[CH2:27][CH2:26]1. The catalyst is ClCCl. The product is [Br:1][C:2]1[CH:3]=[C:4]2[C:9](=[CH:10][CH:11]=1)[N:8]([C:12](=[O:17])[C:13]([F:14])([F:16])[F:15])[C@@H:7]([CH3:18])[CH2:6][N:5]2[C:28]([CH:25]1[CH2:27][CH2:26]1)=[O:29]. The yield is 0.970.